Task: Predict the reactants needed to synthesize the given product.. Dataset: Full USPTO retrosynthesis dataset with 1.9M reactions from patents (1976-2016) Given the product [CH3:15][C:10]1([C:8]2[S:9][C:5]([CH2:4][C:16]#[N:17])=[CH:6][CH:7]=2)[O:14][CH2:13][CH2:12][O:11]1, predict the reactants needed to synthesize it. The reactants are: N#N.Cl[CH2:4][C:5]1[S:9][C:8]([C:10]2([CH3:15])[O:14][CH2:13][CH2:12][O:11]2)=[CH:7][CH:6]=1.[C-:16]#[N:17].[Na+].O.